From a dataset of Full USPTO retrosynthesis dataset with 1.9M reactions from patents (1976-2016). Predict the reactants needed to synthesize the given product. (1) Given the product [OH:5][C@@H:2]([CH3:1])[C:3]#[C:4][C:7]#[C:8][C:9]1[CH:17]=[CH:16][C:12]([C:13]([OH:15])=[O:14])=[CH:11][CH:10]=1, predict the reactants needed to synthesize it. The reactants are: [CH3:1][C@H:2]([OH:5])[C:3]#[CH:4].Br[C:7]#[C:8][C:9]1[CH:17]=[CH:16][C:12]([C:13]([OH:15])=[O:14])=[CH:11][CH:10]=1. (2) The reactants are: [C:1]([O:5][C:6]([C:8]1[CH:9]=[C:10]([C:22]#[C:23][Si](C)(C)C)[CH:11]=[C:12]2[C:17]=1[O:16][C:15]([CH3:19])([CH3:18])[CH2:14][C:13]2([CH3:21])[CH3:20])=[O:7])([CH3:4])([CH3:3])[CH3:2].C(=O)([O-])[O-].[K+].[K+]. Given the product [C:1]([O:5][C:6]([C:8]1[CH:9]=[C:10]([C:22]#[CH:23])[CH:11]=[C:12]2[C:17]=1[O:16][C:15]([CH3:19])([CH3:18])[CH2:14][C:13]2([CH3:21])[CH3:20])=[O:7])([CH3:4])([CH3:3])[CH3:2], predict the reactants needed to synthesize it. (3) Given the product [CH3:1][N:2]([CH2:10][C:11]1[CH:22]=[CH:21][C:14]([C:15]([N:17]([O:19][CH3:20])[CH3:18])=[O:16])=[CH:13][C:12]=1[I:23])[CH3:3], predict the reactants needed to synthesize it. The reactants are: [CH3:1][NH:2][CH3:3].CN(C=O)C.Br[CH2:10][C:11]1[CH:22]=[CH:21][C:14]([C:15]([N:17]([O:19][CH3:20])[CH3:18])=[O:16])=[CH:13][C:12]=1[I:23]. (4) Given the product [Br:27][C:28]1[CH:33]=[CH:32][C:31]([O:15][CH:16]2[CH2:17][CH2:18][CH:19]([C:22]([O:24][CH2:25][CH3:26])=[O:23])[CH2:20][CH2:21]2)=[CH:30][CH:29]=1, predict the reactants needed to synthesize it. The reactants are: N(C(OC(C)C)=O)=NC(OC(C)C)=O.[OH:15][CH:16]1[CH2:21][CH2:20][CH:19]([C:22]([O:24][CH2:25][CH3:26])=[O:23])[CH2:18][CH2:17]1.[Br:27][C:28]1[CH:33]=[CH:32][C:31](O)=[CH:30][CH:29]=1.C1(P(C2C=CC=CC=2)C2C=CC=CC=2)C=CC=CC=1. (5) The reactants are: [OH:1][C@H:2]([C@H:6]1[O:11][CH2:10][CH2:9][N:8]([C:12]2[CH:16]=[CH:15][N:14]([CH2:17][O:18][C:19](=[O:24])[C:20]([CH3:23])([CH3:22])[CH3:21])[N:13]=2)[C:7]1=[O:25])[C:3](O)=[O:4].[NH2:26][C:27]1[CH:35]=[CH:34][C:33]([I:36])=[CH:32][C:28]=1[C:29]([NH2:31])=[O:30].CN(C(ON1N=NC2C=CC=NC1=2)=[N+](C)C)C.F[P-](F)(F)(F)(F)F.ON1C2N=CC=CC=2N=N1.CCN(C(C)C)C(C)C. Given the product [C:19]([O:18][CH2:17][N:14]1[CH:15]=[CH:16][C:12]([N:8]2[CH2:9][CH2:10][O:11][C@H:6]([C@@H:2]([OH:1])[C:3]([NH:26][C:27]3[CH:35]=[CH:34][C:33]([I:36])=[CH:32][C:28]=3[C:29](=[O:30])[NH2:31])=[O:4])[C:7]2=[O:25])=[N:13]1)(=[O:24])[C:20]([CH3:21])([CH3:22])[CH3:23], predict the reactants needed to synthesize it. (6) Given the product [F:48][C:33]1[CH:32]=[C:31]([CH2:30][C@H:17]([NH:16][C:7]([C:5]2[O:6][C:2]([CH3:1])=[C:3]([C:10]3[N:14]([CH3:15])[N:13]=[CH:12][CH:11]=3)[CH:4]=2)=[O:9])[CH2:18][N:19]2[C:27](=[O:28])[C:26]3[C:21](=[CH:22][CH:23]=[CH:24][CH:25]=3)[C:20]2=[O:29])[CH:36]=[CH:35][C:34]=1[F:37], predict the reactants needed to synthesize it. The reactants are: [CH3:1][C:2]1[O:6][C:5]([C:7]([OH:9])=O)=[CH:4][C:3]=1[C:10]1[N:14]([CH3:15])[N:13]=[CH:12][CH:11]=1.[NH2:16][C@@H:17]([CH2:30][C:31]1[CH:36]=[CH:35][C:34]([F:37])=[CH:33][C:32]=1F)[CH2:18][N:19]1[C:27](=[O:28])[C:26]2[C:21](=[CH:22][CH:23]=[CH:24][CH:25]=2)[C:20]1=[O:29].C(N(CC)C(C)C)(C)C.[F:48][P-](F)(F)(F)(F)F.Br[P+](N1CCCC1)(N1CCCC1)N1CCCC1.